Dataset: Forward reaction prediction with 1.9M reactions from USPTO patents (1976-2016). Task: Predict the product of the given reaction. Given the reactants [C:1]([C:4]1[S:8][C:7]([C:9]2[CH:10]=[C:11]([Cl:31])[C:12]3[O:16][CH:15]([CH2:17][NH:18][C:19](=[O:29])/[CH:20]=[CH:21]/[C:22]4[CH:23]=[N:24][C:25]([NH2:28])=[CH:26][CH:27]=4)[CH2:14][C:13]=3[CH:30]=2)=[CH:6][CH:5]=1)(=[O:3])[CH3:2].C([O-])([O-])=O.[K+].[K+], predict the reaction product. The product is: [C:1]([C:4]1[S:8][C:7]([C:9]2[CH:10]=[C:11]([Cl:31])[C:12]3[O:16][CH:15]([CH2:17][NH:18][C:19](=[O:29])[CH2:20][CH2:21][C:22]4[CH:23]=[N:24][C:25]([NH2:28])=[CH:26][CH:27]=4)[CH2:14][C:13]=3[CH:30]=2)=[CH:6][CH:5]=1)(=[O:3])[CH3:2].